Dataset: Forward reaction prediction with 1.9M reactions from USPTO patents (1976-2016). Task: Predict the product of the given reaction. (1) Given the reactants O[CH2:2][NH:3][C:4](=[O:15])[C:5]1[CH:10]=[CH:9][CH:8]=[CH:7][C:6]=1[C:11]([F:14])([F:13])[F:12].S(Cl)([Cl:18])=O, predict the reaction product. The product is: [Cl:18][CH2:2][NH:3][C:4](=[O:15])[C:5]1[CH:10]=[CH:9][CH:8]=[CH:7][C:6]=1[C:11]([F:14])([F:13])[F:12]. (2) Given the reactants [OH:1][C:2]1[CH:7]=[CH:6][C:5]([C:8]2[CH:13]=[CH:12][C:11]([C:14]([O:16][CH2:17][CH3:18])=[O:15])=[CH:10][CH:9]=2)=[CH:4][C:3]=1[C:19]1[CH:28]=[CH:27][C:26]2[C:25]([CH3:30])([CH3:29])[CH2:24][CH2:23][C:22]([CH3:32])([CH3:31])[C:21]=2[CH:20]=1.BrCCCCO[N:39]1[C:43](=[O:44])[C:42]2=[CH:45][CH:46]=[CH:47][CH:48]=[C:41]2[C:40]1=[O:49].[C:50](=O)([O-])[O-].[K+].[K+].[CH3:56][C:57]([CH3:59])=O, predict the reaction product. The product is: [O:44]=[C:43]1[C:42]2[C:41](=[CH:48][CH:47]=[CH:46][CH:45]=2)[C:40](=[O:49])[N:39]1[CH2:56][CH2:57][CH2:59][CH2:50][O:1][C:2]1[CH:7]=[CH:6][C:5]([C:8]2[CH:9]=[CH:10][C:11]([C:14]([O:16][CH2:17][CH3:18])=[O:15])=[CH:12][CH:13]=2)=[CH:4][C:3]=1[C:19]1[CH:28]=[CH:27][C:26]2[C:25]([CH3:30])([CH3:29])[CH2:24][CH2:23][C:22]([CH3:31])([CH3:32])[C:21]=2[CH:20]=1. (3) Given the reactants [F:1][C:2]1[C:3]([CH2:24][N:25](C)[C:26](=O)OC(C)(C)C)=[CH:4][N:5]([S:14]([C:17]2[CH:22]=[CH:21][C:20]([F:23])=[CH:19][N:18]=2)(=[O:16])=[O:15])[C:6]=1[C:7]1[C:8]([F:13])=[N:9][CH:10]=[CH:11][CH:12]=1.C(OCC)(=O)C.[ClH:40], predict the reaction product. The product is: [ClH:40].[F:1][C:2]1[C:3]([CH2:24][NH:25][CH3:26])=[CH:4][N:5]([S:14]([C:17]2[CH:22]=[CH:21][C:20]([F:23])=[CH:19][N:18]=2)(=[O:15])=[O:16])[C:6]=1[C:7]1[C:8]([F:13])=[N:9][CH:10]=[CH:11][CH:12]=1. (4) Given the reactants [F:1][C:2]1([F:9])[CH2:5][CH:4]([C:6]([OH:8])=O)[CH2:3]1.C(N1C=CN=C1)(N1C=CN=C1)=O.[N+:22]([C:25]1[CH:31]=[CH:30][CH:29]=[CH:28][C:26]=1[NH2:27])([O-:24])=[O:23].C(N(CC)CC)C.C(O)(=O)CC(CC(O)=O)(C(O)=O)O, predict the reaction product. The product is: [F:9][C:2]1([F:1])[CH2:3][CH:4]([C:6]([NH:27][C:26]2[CH:28]=[CH:29][CH:30]=[CH:31][C:25]=2[N+:22]([O-:24])=[O:23])=[O:8])[CH2:5]1. (5) Given the reactants [CH2:1]([O:5][C:6]1[CH:14]=[CH:13][C:12]([S:15]([CH3:18])(=[O:17])=[O:16])=[CH:11][C:7]=1[C:8]([OH:10])=O)[CH:2]([CH3:4])[CH3:3].Cl.[CH2:20]([S:22]([C:25]1[CH:26]=[CH:27][C:28]2[O:32][C:31]([N:33]3[CH2:38][CH2:37][NH:36][CH2:35][CH2:34]3)=[N:30][C:29]=2[CH:39]=1)(=[O:24])=[O:23])[CH3:21], predict the reaction product. The product is: [CH2:20]([S:22]([C:25]1[CH:26]=[CH:27][C:28]2[O:32][C:31]([N:33]3[CH2:34][CH2:35][N:36]([C:8]([C:7]4[CH:11]=[C:12]([S:15]([CH3:18])(=[O:17])=[O:16])[CH:13]=[CH:14][C:6]=4[O:5][CH2:1][CH:2]([CH3:3])[CH3:4])=[O:10])[CH2:37][CH2:38]3)=[N:30][C:29]=2[CH:39]=1)(=[O:23])=[O:24])[CH3:21]. (6) Given the reactants [NH2:1][C:2]1[C:3]2[C:13](=[O:14])[N:12]([C:15]3[CH:20]=[CH:19][C:18]([C:21]([CH3:25])([CH3:24])[CH:22]=[O:23])=[CH:17][CH:16]=3)[CH2:11][CH2:10][C:4]=2[N:5]=[C:6]([O:8][CH3:9])[N:7]=1.[C:26]([Mg]Br)#[CH:27], predict the reaction product. The product is: [NH2:1][C:2]1[C:3]2[C:13](=[O:14])[N:12]([C:15]3[CH:20]=[CH:19][C:18]([C:21]([CH3:25])([CH:22]([OH:23])[C:26]#[CH:27])[CH3:24])=[CH:17][CH:16]=3)[CH2:11][CH2:10][C:4]=2[N:5]=[C:6]([O:8][CH3:9])[N:7]=1. (7) Given the reactants [N:1]1[CH:6]=[CH:5][CH:4]=[N:3][C:2]=1[C:7]#[C:8][C:9]1[C:10]([CH:23]=[O:24])=[CH:11][C:12]2[C:13]([CH3:22])([CH3:21])[CH2:14][CH2:15][C:16]([CH3:20])([CH3:19])[C:17]=2[CH:18]=1.[H][H], predict the reaction product. The product is: [N:1]1[CH:6]=[CH:5][CH:4]=[N:3][C:2]=1[CH2:7][CH2:8][C:9]1[C:10]([CH:23]=[O:24])=[CH:11][C:12]2[C:13]([CH3:22])([CH3:21])[CH2:14][CH2:15][C:16]([CH3:19])([CH3:20])[C:17]=2[CH:18]=1.